This data is from NCI-60 drug combinations with 297,098 pairs across 59 cell lines. The task is: Regression. Given two drug SMILES strings and cell line genomic features, predict the synergy score measuring deviation from expected non-interaction effect. (1) Drug 1: CCC1=CC2CC(C3=C(CN(C2)C1)C4=CC=CC=C4N3)(C5=C(C=C6C(=C5)C78CCN9C7C(C=CC9)(C(C(C8N6C)(C(=O)OC)O)OC(=O)C)CC)OC)C(=O)OC.C(C(C(=O)O)O)(C(=O)O)O. Drug 2: CC(C1=C(C=CC(=C1Cl)F)Cl)OC2=C(N=CC(=C2)C3=CN(N=C3)C4CCNCC4)N. Cell line: K-562. Synergy scores: CSS=70.5, Synergy_ZIP=-0.677, Synergy_Bliss=-2.95, Synergy_Loewe=-6.16, Synergy_HSA=-1.65. (2) Drug 1: CC12CCC3C(C1CCC2O)C(CC4=C3C=CC(=C4)O)CCCCCCCCCS(=O)CCCC(C(F)(F)F)(F)F. Drug 2: C1CCC(C(C1)N)N.C(=O)(C(=O)[O-])[O-].[Pt+4]. Cell line: NCI-H460. Synergy scores: CSS=12.8, Synergy_ZIP=-0.473, Synergy_Bliss=-2.81, Synergy_Loewe=-23.8, Synergy_HSA=-3.45. (3) Drug 1: CS(=O)(=O)C1=CC(=C(C=C1)C(=O)NC2=CC(=C(C=C2)Cl)C3=CC=CC=N3)Cl. Drug 2: CC1C(C(CC(O1)OC2CC(CC3=C2C(=C4C(=C3O)C(=O)C5=C(C4=O)C(=CC=C5)OC)O)(C(=O)C)O)N)O.Cl. Cell line: TK-10. Synergy scores: CSS=22.4, Synergy_ZIP=2.49, Synergy_Bliss=10.3, Synergy_Loewe=-4.55, Synergy_HSA=9.29. (4) Drug 1: C1=CN(C=N1)CC(O)(P(=O)(O)O)P(=O)(O)O. Drug 2: CC1=C(N=C(N=C1N)C(CC(=O)N)NCC(C(=O)N)N)C(=O)NC(C(C2=CN=CN2)OC3C(C(C(C(O3)CO)O)O)OC4C(C(C(C(O4)CO)O)OC(=O)N)O)C(=O)NC(C)C(C(C)C(=O)NC(C(C)O)C(=O)NCCC5=NC(=CS5)C6=NC(=CS6)C(=O)NCCC[S+](C)C)O. Cell line: SF-539. Synergy scores: CSS=37.8, Synergy_ZIP=-2.94, Synergy_Bliss=-4.27, Synergy_Loewe=-17.9, Synergy_HSA=-4.09. (5) Drug 1: CN1C(=O)N2C=NC(=C2N=N1)C(=O)N. Drug 2: C1=NC2=C(N=C(N=C2N1C3C(C(C(O3)CO)O)F)Cl)N. Cell line: ACHN. Synergy scores: CSS=8.21, Synergy_ZIP=-5.00, Synergy_Bliss=-1.24, Synergy_Loewe=-35.6, Synergy_HSA=-5.76. (6) Drug 1: C#CCC(CC1=CN=C2C(=N1)C(=NC(=N2)N)N)C3=CC=C(C=C3)C(=O)NC(CCC(=O)O)C(=O)O. Drug 2: CCN(CC)CCCC(C)NC1=C2C=C(C=CC2=NC3=C1C=CC(=C3)Cl)OC. Cell line: DU-145. Synergy scores: CSS=43.4, Synergy_ZIP=-6.50, Synergy_Bliss=-4.73, Synergy_Loewe=-3.06, Synergy_HSA=0.292. (7) Drug 1: CN1C(=O)N2C=NC(=C2N=N1)C(=O)N. Drug 2: CC1=C(C(=CC=C1)Cl)NC(=O)C2=CN=C(S2)NC3=CC(=NC(=N3)C)N4CCN(CC4)CCO. Cell line: MDA-MB-435. Synergy scores: CSS=-3.63, Synergy_ZIP=0.868, Synergy_Bliss=-2.13, Synergy_Loewe=-6.28, Synergy_HSA=-4.92. (8) Drug 1: C1=CC(=CC=C1CCC2=CNC3=C2C(=O)NC(=N3)N)C(=O)NC(CCC(=O)O)C(=O)O. Drug 2: C(=O)(N)NO. Cell line: IGROV1. Synergy scores: CSS=25.5, Synergy_ZIP=-7.25, Synergy_Bliss=-1.66, Synergy_Loewe=-22.0, Synergy_HSA=0.571.